Dataset: Forward reaction prediction with 1.9M reactions from USPTO patents (1976-2016). Task: Predict the product of the given reaction. (1) Given the reactants [Br:1][C:2]1[CH:3]=[C:4]2[CH:10]=[CH:9][N:8]([Si](C(C)(C)C)(C)C)[C:5]2=[N:6][CH:7]=1.Cl, predict the reaction product. The product is: [Br:1][C:2]1[CH:3]=[C:4]2[CH:10]=[CH:9][NH:8][C:5]2=[N:6][CH:7]=1. (2) Given the reactants [OH:1][C:2]1[C:11]2[C:6](=[CH:7][CH:8]=[CH:9][CH:10]=2)[C@@:5]([CH3:17])([CH2:12][CH2:13][CH:14]([CH3:16])[CH3:15])[C:4](=[O:18])[C:3]=1[C:19]1[NH:24][C:23]2[CH:25]=[CH:26][C:27]([NH:29]C(=O)OC(C)(C)C)=[CH:28][C:22]=2[S:21](=[O:38])(=[O:37])[N:20]=1.Cl.O1CCOCC1, predict the reaction product. The product is: [NH2:29][C:27]1[CH:26]=[CH:25][C:23]2[NH:24][C:19]([C:3]3[C:4](=[O:18])[C@:5]([CH3:17])([CH2:12][CH2:13][CH:14]([CH3:16])[CH3:15])[C:6]4[C:11]([C:2]=3[OH:1])=[CH:10][CH:9]=[CH:8][CH:7]=4)=[N:20][S:21](=[O:38])(=[O:37])[C:22]=2[CH:28]=1. (3) The product is: [I:19][C:6]1[CH:5]=[C:4]([CH3:8])[C:3]([N+:9]([O-:11])=[O:10])=[C:2]([CH3:1])[CH:7]=1. Given the reactants [CH3:1][C:2]1[CH:7]=[CH:6][CH:5]=[C:4]([CH3:8])[C:3]=1[N+:9]([O-:11])=[O:10].OS(O)(=O)=O.II.[I:19](O)(=O)(=O)=O, predict the reaction product. (4) Given the reactants [NH:1]1[CH:5]=[N:4][CH:3]=[N:2]1.S(Cl)(Cl)=O.[CH3:10][O:11][C:12]1[CH:17]=[CH:16][C:15]([CH:18]2[CH2:27][CH:26](O)[C:25]3[C:20](=[CH:21][CH:22]=[CH:23][CH:24]=3)[NH:19]2)=[CH:14][CH:13]=1, predict the reaction product. The product is: [CH3:10][O:11][C:12]1[CH:13]=[CH:14][C:15]([CH:18]2[CH2:27][CH:26]([N:1]3[CH:5]=[N:4][CH:3]=[N:2]3)[C:25]3[C:20](=[CH:21][CH:22]=[CH:23][CH:24]=3)[NH:19]2)=[CH:16][CH:17]=1.